Dataset: Catalyst prediction with 721,799 reactions and 888 catalyst types from USPTO. Task: Predict which catalyst facilitates the given reaction. (1) Reactant: [CH:1]([C:4]1[CH:19]=[CH:18][CH:17]=[C:16]([CH:20]([CH3:22])[CH3:21])[C:5]=1[NH:6][C:7]1[CH:12]=[CH:11][CH:10]=[CH:9][C:8]=1[N+:13]([O-])=O)([CH3:3])[CH3:2].[H][H]. Product: [CH:20]([C:16]1[CH:17]=[CH:18][CH:19]=[C:4]([CH:1]([CH3:3])[CH3:2])[C:5]=1[NH:6][C:7]1[C:8]([NH2:13])=[CH:9][CH:10]=[CH:11][CH:12]=1)([CH3:21])[CH3:22]. The catalyst class is: 63. (2) Reactant: [CH3:1][O:2][C:3]1[CH:10]=[CH:9][CH:8]=[CH:7][C:4]=1[CH:5]=O.C(OCC)(=O)CC(C)=O.[NH:20]1[CH2:25][CH2:24]C[CH2:22][CH2:21]1.CC(C)([O-])C.[K+]. Product: [CH3:1][O:2][C:3]1[CH:10]=[CH:9][CH:8]=[CH:7][C:4]=1[CH:5]1[CH2:24][CH2:25][NH:20][CH2:21][CH2:22]1. The catalyst class is: 8.